The task is: Predict the product of the given reaction.. This data is from Forward reaction prediction with 1.9M reactions from USPTO patents (1976-2016). The product is: [Cl:1][C:2]1[CH:7]=[C:6]([C:8](=[O:13])[C:9]([F:11])([F:10])[F:12])[CH:5]=[C:4]([Cl:14])[C:3]=1[NH:15][C:16](=[O:27])[C:17]1[CH:22]=[CH:21][CH:20]=[CH:19][C:18]=1[F:26]. Given the reactants [Cl:1][C:2]1[CH:7]=[C:6]([C:8](=[O:13])[C:9]([F:12])([F:11])[F:10])[CH:5]=[C:4]([Cl:14])[C:3]=1[NH:15][C:16](=[O:27])[C:17]1[CH:22]=[CH:21][CH:20]=[C:19]([N+]([O-])=O)[C:18]=1[F:26].[Sn](Cl)(Cl)(Cl)Cl.Cl, predict the reaction product.